From a dataset of NCI-60 drug combinations with 297,098 pairs across 59 cell lines. Regression. Given two drug SMILES strings and cell line genomic features, predict the synergy score measuring deviation from expected non-interaction effect. Drug 1: CC1CCC2CC(C(=CC=CC=CC(CC(C(=O)C(C(C(=CC(C(=O)CC(OC(=O)C3CCCCN3C(=O)C(=O)C1(O2)O)C(C)CC4CCC(C(C4)OC)OCCO)C)C)O)OC)C)C)C)OC. Drug 2: N.N.Cl[Pt+2]Cl. Cell line: T-47D. Synergy scores: CSS=29.5, Synergy_ZIP=-9.22, Synergy_Bliss=-1.88, Synergy_Loewe=-0.610, Synergy_HSA=1.97.